From a dataset of Peptide-MHC class I binding affinity with 185,985 pairs from IEDB/IMGT. Regression. Given a peptide amino acid sequence and an MHC pseudo amino acid sequence, predict their binding affinity value. This is MHC class I binding data. The peptide sequence is MPTYKHLIMF. The MHC is HLA-B51:01 with pseudo-sequence HLA-B51:01. The binding affinity (normalized) is 0.377.